Task: Regression. Given two drug SMILES strings and cell line genomic features, predict the synergy score measuring deviation from expected non-interaction effect.. Dataset: NCI-60 drug combinations with 297,098 pairs across 59 cell lines (1) Synergy scores: CSS=21.5, Synergy_ZIP=-1.54, Synergy_Bliss=-4.97, Synergy_Loewe=-5.57, Synergy_HSA=-7.82. Cell line: EKVX. Drug 2: CC(C)(C#N)C1=CC(=CC(=C1)CN2C=NC=N2)C(C)(C)C#N. Drug 1: CC1C(C(CC(O1)OC2CC(OC(C2O)C)OC3=CC4=CC5=C(C(=O)C(C(C5)C(C(=O)C(C(C)O)O)OC)OC6CC(C(C(O6)C)O)OC7CC(C(C(O7)C)O)OC8CC(C(C(O8)C)O)(C)O)C(=C4C(=C3C)O)O)O)O. (2) Drug 1: CC(C)(C#N)C1=CC(=CC(=C1)CN2C=NC=N2)C(C)(C)C#N. Drug 2: COC1=C2C(=CC3=C1OC=C3)C=CC(=O)O2. Cell line: HOP-92. Synergy scores: CSS=2.45, Synergy_ZIP=-1.06, Synergy_Bliss=-1.46, Synergy_Loewe=-0.304, Synergy_HSA=-1.58.